This data is from NCI-60 drug combinations with 297,098 pairs across 59 cell lines. The task is: Regression. Given two drug SMILES strings and cell line genomic features, predict the synergy score measuring deviation from expected non-interaction effect. (1) Drug 1: CCCCC(=O)OCC(=O)C1(CC(C2=C(C1)C(=C3C(=C2O)C(=O)C4=C(C3=O)C=CC=C4OC)O)OC5CC(C(C(O5)C)O)NC(=O)C(F)(F)F)O. Cell line: UACC62. Synergy scores: CSS=68.1, Synergy_ZIP=-3.27, Synergy_Bliss=-2.59, Synergy_Loewe=-17.3, Synergy_HSA=1.01. Drug 2: C(CCl)NC(=O)N(CCCl)N=O. (2) Cell line: SF-268. Synergy scores: CSS=-4.34, Synergy_ZIP=2.14, Synergy_Bliss=1.42, Synergy_Loewe=-1.99, Synergy_HSA=-2.19. Drug 1: C1=CC=C(C(=C1)C(C2=CC=C(C=C2)Cl)C(Cl)Cl)Cl. Drug 2: C1CNP(=O)(OC1)N(CCCl)CCCl.